The task is: Predict the reaction yield, written as a fraction of the theoretical maximum amount of product (1.0 means a 100% yield; for example, 0.34 means a 34% yield).. This data is from Reaction yield outcomes from USPTO patents with 853,638 reactions. The reactants are [S:1]1[C:5]([CH2:6][O:7][C:8]([NH:10][C@H:11]([CH2:33][C:34]2[CH:39]=[CH:38][CH:37]=[CH:36][CH:35]=2)[CH2:12][NH:13][CH2:14][C@@H:15]([NH:23][C:24]([O:26][CH2:27][C:28]2[S:32][CH:31]=[N:30][CH:29]=2)=[O:25])[CH2:16][C:17]2[CH:22]=[CH:21][CH:20]=[CH:19][CH:18]=2)=[O:9])=[CH:4][N:3]=[CH:2]1.[CH3:40][CH:41]([CH3:45])[CH2:42][CH:43]=O.C(O)(=O)C.C(O[BH-](OC(=O)C)OC(=O)C)(=O)C.[Na+]. No catalyst specified. The product is [CH3:40][CH:41]([CH3:45])[CH2:42][CH2:43][N:13]([CH2:14][C@H:15]([NH:23][C:24]([O:26][CH2:27][C:28]1[S:32][CH:31]=[N:30][CH:29]=1)=[O:25])[CH2:16][C:17]1[CH:18]=[CH:19][CH:20]=[CH:21][CH:22]=1)[CH2:12][C@@H:11]([NH:10][C:8]([O:7][CH2:6][C:5]1[S:1][CH:2]=[N:3][CH:4]=1)=[O:9])[CH2:33][C:34]1[CH:39]=[CH:38][CH:37]=[CH:36][CH:35]=1. The yield is 0.230.